From a dataset of Forward reaction prediction with 1.9M reactions from USPTO patents (1976-2016). Predict the product of the given reaction. (1) Given the reactants Cl[CH2:2][CH:3](O)[C:4]([OH:6])=[O:5].[CH:8](=[O:15])[C:9]1[CH:14]=[CH:13][CH:12]=[CH:11][CH:10]=1.[CH:16](NC(C)C)(C)C, predict the reaction product. The product is: [CH2:16]=[C:3]1[CH2:2][O:15][CH:8]([C:9]2[CH:14]=[CH:13][CH:12]=[CH:11][CH:10]=2)[O:6][C:4]1=[O:5]. (2) The product is: [CH3:11][C:10]1[C:6]2[C:4](=[O:3])[NH:22][C:21]([S:20][CH3:19])=[N:18][C:7]=2[S:8][C:9]=1[C:12]1[CH:17]=[CH:16][CH:15]=[CH:14][CH:13]=1. Given the reactants C([O:3][C:4]([C:6]1[C:10]([CH3:11])=[C:9]([C:12]2[CH:17]=[CH:16][CH:15]=[CH:14][CH:13]=2)[S:8][C:7]=1[NH2:18])=O)C.[CH3:19][S:20][C:21]#[N:22].Cl, predict the reaction product. (3) Given the reactants C([O:3][C:4]([C:6]1([C:9]2[CH:14]=[CH:13][C:12]([C:15]3[CH:20]=[CH:19][C:18]([C:21]4[S:22][C:23]([F:38])=[CH:24][C:25]=4[NH:26][C:27]([O:29][C@@H:30]([C:32]4[C:36]([CH3:37])=[CH:35][S:34][CH:33]=4)[CH3:31])=[O:28])=[CH:17][CH:16]=3)=[CH:11][CH:10]=2)[CH2:8][CH2:7]1)=[O:5])C.[OH-].[Na+].Cl, predict the reaction product. The product is: [F:38][C:23]1[S:22][C:21]([C:18]2[CH:19]=[CH:20][C:15]([C:12]3[CH:11]=[CH:10][C:9]([C:6]4([C:4]([OH:5])=[O:3])[CH2:8][CH2:7]4)=[CH:14][CH:13]=3)=[CH:16][CH:17]=2)=[C:25]([NH:26][C:27]([O:29][C@@H:30]([C:32]2[C:36]([CH3:37])=[CH:35][S:34][CH:33]=2)[CH3:31])=[O:28])[CH:24]=1. (4) Given the reactants [CH2:1]([N:3]1[C:8](=[O:9])[CH2:7][O:6][C:5]2[CH:10]=[C:11]([N+:14]([O-])=O)[CH:12]=[CH:13][C:4]1=2)[CH3:2].[H][H], predict the reaction product. The product is: [NH2:14][C:11]1[CH:12]=[CH:13][C:4]2[N:3]([CH2:1][CH3:2])[C:8](=[O:9])[CH2:7][O:6][C:5]=2[CH:10]=1. (5) Given the reactants [CH2:1]([C:4]1([S:7](Cl)(=[O:9])=[O:8])[CH2:6][CH2:5]1)[CH:2]=[CH2:3].[C:11]([O:15][C:16]([N:18]1[C:22]2=[C:23]([NH2:38])[C:24]([NH:29][C:30]3[CH:35]=[CH:34][C:33]([Br:36])=[CH:32][C:31]=3[F:37])=[C:25]([CH3:28])[C:26](=[O:27])[N:21]2[CH2:20][CH2:19]1)=[O:17])([CH3:14])([CH3:13])[CH3:12].C(OC(=O)C)C, predict the reaction product. The product is: [C:11]([O:15][C:16]([N:18]1[C:22]2=[C:23]([NH:38][S:7]([C:4]3([CH2:1][CH:2]=[CH2:3])[CH2:6][CH2:5]3)(=[O:9])=[O:8])[C:24]([NH:29][C:30]3[CH:35]=[CH:34][C:33]([Br:36])=[CH:32][C:31]=3[F:37])=[C:25]([CH3:28])[C:26](=[O:27])[N:21]2[CH2:20][CH2:19]1)=[O:17])([CH3:12])([CH3:13])[CH3:14]. (6) Given the reactants [CH3:1][O:2][C:3]1[CH:8]=[C:7]([O:9][CH3:10])[CH:6]=[CH:5][C:4]=1[C:11]1[N:16]([CH2:17][C:18]([O:20]CC)=[O:19])[C:15](=[S:23])[NH:14][C:13](=[O:24])[CH:12]=1.[OH-].[Na+], predict the reaction product. The product is: [CH3:1][O:2][C:3]1[CH:8]=[C:7]([O:9][CH3:10])[CH:6]=[CH:5][C:4]=1[C:11]1[N:16]([CH2:17][C:18]([OH:20])=[O:19])[C:15](=[S:23])[NH:14][C:13](=[O:24])[CH:12]=1. (7) Given the reactants [N:1]1[C:5]2[CH:6]=[CH:7][CH:8]=[N:9][C:4]=2[NH:3][CH:2]=1.[H-].[Na+].[CH2:12](OS(OCC)(=O)=O)[CH3:13], predict the reaction product. The product is: [CH2:12]([N:1]1[C:5]2[C:4](=[N:9][CH:8]=[CH:7][CH:6]=2)[N:3]=[CH:2]1)[CH3:13]. (8) Given the reactants Br[C:2]1[C:8]([F:9])=[CH:7][C:5]([NH2:6])=[CH:4][C:3]=1[F:10].[CH2:11]([O:15][C:16]1[CH:17]=[C:18](B(O)O)[CH:19]=[CH:20][CH:21]=1)[CH2:12][CH2:13][CH3:14], predict the reaction product. The product is: [CH2:11]([O:15][C:16]1[CH:21]=[C:20]([C:2]2[C:8]([F:9])=[CH:7][C:5]([NH2:6])=[CH:4][C:3]=2[F:10])[CH:19]=[CH:18][CH:17]=1)[CH2:12][CH2:13][CH3:14].